From a dataset of NCI-60 drug combinations with 297,098 pairs across 59 cell lines. Regression. Given two drug SMILES strings and cell line genomic features, predict the synergy score measuring deviation from expected non-interaction effect. (1) Drug 1: CC1=C(C(=CC=C1)Cl)NC(=O)C2=CN=C(S2)NC3=CC(=NC(=N3)C)N4CCN(CC4)CCO. Drug 2: CC(C)(C#N)C1=CC=C(C=C1)N2C3=C4C=C(C=CC4=NC=C3N(C2=O)C)C5=CC6=CC=CC=C6N=C5. Cell line: OVCAR3. Synergy scores: CSS=77.1, Synergy_ZIP=2.45, Synergy_Bliss=2.14, Synergy_Loewe=8.40, Synergy_HSA=14.5. (2) Drug 1: C1=CN(C(=O)N=C1N)C2C(C(C(O2)CO)O)O.Cl. Drug 2: CCN(CC)CCNC(=O)C1=C(NC(=C1C)C=C2C3=C(C=CC(=C3)F)NC2=O)C. Cell line: SR. Synergy scores: CSS=49.9, Synergy_ZIP=2.33, Synergy_Bliss=1.73, Synergy_Loewe=-18.7, Synergy_HSA=-2.96. (3) Drug 2: C1CCC(C(C1)N)N.C(=O)(C(=O)[O-])[O-].[Pt+4]. Synergy scores: CSS=52.2, Synergy_ZIP=-0.0225, Synergy_Bliss=0.230, Synergy_Loewe=2.60, Synergy_HSA=4.60. Cell line: SF-295. Drug 1: CC1CCC2CC(C(=CC=CC=CC(CC(C(=O)C(C(C(=CC(C(=O)CC(OC(=O)C3CCCCN3C(=O)C(=O)C1(O2)O)C(C)CC4CCC(C(C4)OC)O)C)C)O)OC)C)C)C)OC.